Dataset: Full USPTO retrosynthesis dataset with 1.9M reactions from patents (1976-2016). Task: Predict the reactants needed to synthesize the given product. (1) The reactants are: CC([N:5]([CH2:9][CH2:10][CH:11]([NH:19][C:20]([C:22]1[S:23][C:24]([C:28]2[N:32]([CH3:33])[N:31]=[CH:30][CH:29]=2)=[C:25]([Br:27])[CH:26]=1)=[O:21])[CH2:12][C:13]1[CH:18]=[CH:17][CH:16]=[CH:15][CH:14]=1)C(=O)[O-])(C)C. Given the product [NH2:5][CH2:9][CH2:10][CH:11]([NH:19][C:20]([C:22]1[S:23][C:24]([C:28]2[N:32]([CH3:33])[N:31]=[CH:30][CH:29]=2)=[C:25]([Br:27])[CH:26]=1)=[O:21])[CH2:12][C:13]1[CH:18]=[CH:17][CH:16]=[CH:15][CH:14]=1, predict the reactants needed to synthesize it. (2) Given the product [CH3:1][C:2]1[CH:7]=[CH:6][CH:5]=[CH:4][C:3]=1[NH:8][C:9]1[O:10][C:11]2[CH:17]=[C:16]([CH2:18][C:19]([N:32]3[CH2:33][C@@H:29]([O:22][C:58]4[CH:59]=[CH:60][CH:61]=[CH:62][CH:63]=4)[CH2:30][C@H:31]3[CH2:34][O:35][C:36]3[CH:45]=[CH:44][C:39]([C:40]([OH:42])=[O:41])=[CH:38][CH:37]=3)=[O:21])[CH:15]=[CH:14][C:12]=2[N:13]=1, predict the reactants needed to synthesize it. The reactants are: [CH3:1][C:2]1[CH:7]=[CH:6][CH:5]=[CH:4][C:3]=1[NH:8][C:9]1[O:10][C:11]2[CH:17]=[C:16]([CH2:18][C:19]([OH:21])=O)[CH:15]=[CH:14][C:12]=2[N:13]=1.[O:22]([C@@H:29]1[CH2:33][NH:32][C@H:31]([CH2:34][O:35][C:36]2[CH:45]=[CH:44][C:39]([C:40]([O:42]C)=[O:41])=[CH:38][CH:37]=2)[CH2:30]1)C1C=CC=CC=1.CCN=C=NCCCN(C)C.Cl.[CH:58]1[CH:59]=[CH:60][C:61]2N(O)N=N[C:62]=2[CH:63]=1.C(N(CC)CC)C.